From a dataset of Reaction yield outcomes from USPTO patents with 853,638 reactions. Predict the reaction yield, written as a fraction of the theoretical maximum amount of product (1.0 means a 100% yield; for example, 0.34 means a 34% yield). The reactants are C([O:3][CH:4](OCC)[CH2:5][CH2:6][CH2:7][NH:8][C:9]([O:11][CH2:12][CH:13]1[C:25]2[C:20](=[CH:21][CH:22]=[CH:23][CH:24]=2)[C:19]2[C:14]1=[CH:15][CH:16]=[CH:17][CH:18]=2)=[O:10])C.Cl. The catalyst is O1CCOCC1. The product is [C:9]([NH:8][CH2:7][CH2:6][CH2:5][CH:4]=[O:3])([O:11][CH2:12][CH:13]1[C:25]2[C:20](=[CH:21][CH:22]=[CH:23][CH:24]=2)[C:19]2[C:14]1=[CH:15][CH:16]=[CH:17][CH:18]=2)=[O:10]. The yield is 0.900.